Dataset: Catalyst prediction with 721,799 reactions and 888 catalyst types from USPTO. Task: Predict which catalyst facilitates the given reaction. (1) Reactant: [F:8][C:7]([F:10])([F:9])[C:6](O[C:6](=[O:11])[C:7]([F:10])([F:9])[F:8])=[O:11].[CH2:14]([N:16]1[CH2:29][C:28]2[C:23](=[CH:24][C:25]([NH2:30])=[CH:26][CH:27]=2)[C:22]2[CH:21]=[CH:20][CH:19]=[CH:18][C:17]1=2)[CH3:15].N1C=CC=CC=1. Product: [CH2:14]([N:16]1[CH2:29][C:28]2[C:23](=[CH:24][C:25]([NH:30][C:6](=[O:11])[C:7]([F:8])([F:9])[F:10])=[CH:26][CH:27]=2)[C:22]2[CH:21]=[CH:20][CH:19]=[CH:18][C:17]1=2)[CH3:15]. The catalyst class is: 4. (2) Reactant: CN(C(ON1N=NC2C=CC=NC1=2)=[N+](C)C)C.F[P-](F)(F)(F)(F)F.C(N(CC)C(C)C)(C)C.[CH2:34]([O:41][C:42]([NH:44][C@H:45]([C:48]([OH:50])=O)[CH2:46][OH:47])=[O:43])[C:35]1[CH:40]=[CH:39][CH:38]=[CH:37][CH:36]=1.[C:51]([O:55][C:56](=[O:63])[NH:57][CH2:58][CH:59]([OH:62])[CH2:60][NH2:61])([CH3:54])([CH3:53])[CH3:52]. Product: [CH2:34]([O:41][C:42](=[O:43])[NH:44][C@@H:45]([CH2:46][OH:47])[C:48]([NH:61][CH2:60][CH:59]([OH:62])[CH2:58][NH:57][C:56]([O:55][C:51]([CH3:53])([CH3:52])[CH3:54])=[O:63])=[O:50])[C:35]1[CH:36]=[CH:37][CH:38]=[CH:39][CH:40]=1. The catalyst class is: 3. (3) Reactant: [NH2:1][C:2]1[N:7]=[CH:6][C:5]([C:8]2[CH:9]=[CH:10][C:11]3[N:12]([CH:14]=[C:15]([NH:17][C:18](=[O:20])[CH3:19])[N:16]=3)[N:13]=2)=[CH:4][C:3]=1Cl.[O:22]([C:29]1[CH:34]=[CH:33][CH:32]=[CH:31][C:30]=1B(O)O)[C:23]1[CH:28]=[CH:27][CH:26]=[CH:25][CH:24]=1.C(=O)([O-])[O-].[Na+].[Na+]. Product: [NH2:1][C:2]1[N:7]=[CH:6][C:5]([C:8]2[CH:9]=[CH:10][C:11]3[N:12]([CH:14]=[C:15]([NH:17][C:18](=[O:20])[CH3:19])[N:16]=3)[N:13]=2)=[CH:4][C:3]=1[C:24]1[CH:25]=[CH:26][CH:27]=[CH:28][C:23]=1[O:22][C:29]1[CH:30]=[CH:31][CH:32]=[CH:33][CH:34]=1. The catalyst class is: 57. (4) Reactant: [Br:1][C:2]1[N:3]=[C:4]2[C:9](=[CH:10][CH:11]=1)[NH:8][C@@H:7]([CH:12]1[CH2:14][CH2:13]1)[C@H:6]([CH3:15])[C@H:5]2[NH:16][C:17](=[O:26])[O:18][CH2:19][C:20]1[CH:25]=[CH:24][CH:23]=[CH:22][CH:21]=1.N1C=CC=CC=1.[C:33](Cl)(=[O:35])[CH3:34]. Product: [C:33]([N:8]1[C:9]2[C:4](=[N:3][C:2]([Br:1])=[CH:11][CH:10]=2)[C@H:5]([NH:16][C:17](=[O:26])[O:18][CH2:19][C:20]2[CH:21]=[CH:22][CH:23]=[CH:24][CH:25]=2)[C@@H:6]([CH3:15])[C@@H:7]1[CH:12]1[CH2:14][CH2:13]1)(=[O:35])[CH3:34]. The catalyst class is: 64. (5) Reactant: [Br:1][C:2]1[CH:3]=[C:4]([N:12]([CH2:19][CH3:20])[CH:13]2[CH2:18][CH2:17][O:16][CH2:15][CH2:14]2)[C:5]([CH3:11])=[C:6]([CH:10]=1)[C:7]([OH:9])=O.[NH2:21][CH2:22][C:23]1[C:24](=[O:33])[NH:25][C:26]([CH3:32])=[CH:27][C:28]=1[CH:29]([CH3:31])[CH3:30].C(N(CC)CC)C.C1CN([P+](ON2N=NC3C=CC=CC2=3)(N2CCCC2)N2CCCC2)CC1.F[P-](F)(F)(F)(F)F. Product: [Br:1][C:2]1[CH:3]=[C:4]([N:12]([CH2:19][CH3:20])[CH:13]2[CH2:18][CH2:17][O:16][CH2:15][CH2:14]2)[C:5]([CH3:11])=[C:6]([CH:10]=1)[C:7]([NH:21][CH2:22][C:23]1[C:24](=[O:33])[NH:25][C:26]([CH3:32])=[CH:27][C:28]=1[CH:29]([CH3:30])[CH3:31])=[O:9]. The catalyst class is: 16.